From a dataset of Forward reaction prediction with 1.9M reactions from USPTO patents (1976-2016). Predict the product of the given reaction. (1) Given the reactants [C:1]([O:5][C:6]([C:8]1[S:9][C:10]([C:13]#[C:14][CH2:15][NH:16]C(OCC2C=CC=CC=2)=O)=[CH:11][CH:12]=1)=[O:7])([CH3:4])([CH3:3])[CH3:2].Cl, predict the reaction product. The product is: [C:1]([O:5][C:6]([C:8]1[S:9][C:10]([CH2:13][CH2:14][CH2:15][NH2:16])=[CH:11][CH:12]=1)=[O:7])([CH3:4])([CH3:3])[CH3:2]. (2) Given the reactants [Mn]([O-])(=O)(=O)=O.[K+].[Br:7][C:8]1[CH:9]=[C:10]([CH:21]=[O:22])[N:11]([C:13]2[C:18]([Cl:19])=[CH:17][CH:16]=[CH:15][C:14]=2[Cl:20])[CH:12]=1.CC(C)=[O:25].[OH-].[Na+], predict the reaction product. The product is: [Br:7][C:8]1[CH:9]=[C:10]([C:21]([OH:25])=[O:22])[N:11]([C:13]2[C:18]([Cl:19])=[CH:17][CH:16]=[CH:15][C:14]=2[Cl:20])[CH:12]=1. (3) Given the reactants Cl[C:2]1[S:3][C:4]([C:7]([F:10])([F:9])[F:8])=[N:5][N:6]=1.[S:11]([C:15]1[CH:16]=[C:17]2[C:21](=[CH:22][CH:23]=1)[CH2:20][CH:19]([NH:24][C:25](=[O:27])[CH3:26])[CH2:18]2)(=[O:14])(=[O:13])[NH2:12].C(=O)([O-])[O-].[Cs+].[Cs+].Cl, predict the reaction product. The product is: [F:8][C:7]([F:10])([F:9])[C:4]1[S:3][C:2]([NH:12][S:11]([C:15]2[CH:16]=[C:17]3[C:21](=[CH:22][CH:23]=2)[CH2:20][CH:19]([NH:24][C:25](=[O:27])[CH3:26])[CH2:18]3)(=[O:13])=[O:14])=[N:6][N:5]=1. (4) Given the reactants [C:1]([O:6][C:7]1[CH:8]=[C:9]2[C:14](=[CH:15][CH:16]=1)[CH:13]=[C:12]([C:17](Cl)=[O:18])[CH:11]=[CH:10]2)(=[O:5])[C:2]([CH3:4])=[CH2:3].[OH:20][CH:21]([C:29]([F:32])([F:31])[F:30])[C:22]([F:28])([F:27])[S:23]([O-:26])(=[O:25])=[O:24].[C:33]1([S+:39]([C:46]2[CH:51]=[CH:50][CH:49]=[CH:48][CH:47]=2)[C:40]2[CH:45]=[CH:44][CH:43]=[CH:42][CH:41]=2)[CH:38]=[CH:37][CH:36]=[CH:35][CH:34]=1.C(N(CC)CC)C.Cl, predict the reaction product. The product is: [F:28][C:22]([F:27])([S:23]([O-:26])(=[O:24])=[O:25])[CH:21]([O:20][C:17]([C:12]1[CH:11]=[CH:10][C:9]2[C:14](=[CH:15][CH:16]=[C:7]([O:6][C:1](=[O:5])[C:2]([CH3:4])=[CH2:3])[CH:8]=2)[CH:13]=1)=[O:18])[C:29]([F:30])([F:32])[F:31].[C:46]1([S+:39]([C:33]2[CH:34]=[CH:35][CH:36]=[CH:37][CH:38]=2)[C:40]2[CH:45]=[CH:44][CH:43]=[CH:42][CH:41]=2)[CH:47]=[CH:48][CH:49]=[CH:50][CH:51]=1. (5) Given the reactants [Br:1][C:2]1[CH:8]=[C:7]([O:9][C:10]([F:13])([F:12])[F:11])[C:5]([NH2:6])=[C:4]([N+:14]([O-:16])=[O:15])[CH:3]=1.[C:17](=O)([O-])[O-].[Cs+].[Cs+].CI, predict the reaction product. The product is: [Br:1][C:2]1[CH:8]=[C:7]([O:9][C:10]([F:11])([F:13])[F:12])[C:5]([NH:6][CH3:17])=[C:4]([N+:14]([O-:16])=[O:15])[CH:3]=1. (6) The product is: [Cl:1][C:2]1[C:3](/[CH:21]=[N:22]\[NH:23][S:24]([C:27]2[CH:32]=[CH:31][CH:30]=[CH:29][CH:28]=2)(=[O:26])=[O:25])=[C:4]([N:8]2[CH2:9][CH2:10][N:11]([C:14]([O:16][C:17]([CH3:20])([CH3:19])[CH3:18])=[O:15])[CH2:12][CH2:13]2)[CH:5]=[CH:6][CH:7]=1. Given the reactants [Cl:1][C:2]1[C:3](/[CH:21]=[N:22]/[NH:23][S:24]([C:27]2[CH:32]=[CH:31][CH:30]=[CH:29][CH:28]=2)(=[O:26])=[O:25])=[C:4]([N:8]2[CH2:13][CH2:12][N:11]([C:14]([O:16][C:17]([CH3:20])([CH3:19])[CH3:18])=[O:15])[CH2:10][CH2:9]2)[CH:5]=[CH:6][CH:7]=1.CCCCCCC, predict the reaction product.